Dataset: Forward reaction prediction with 1.9M reactions from USPTO patents (1976-2016). Task: Predict the product of the given reaction. (1) The product is: [CH3:20][CH:19]1[NH:8][CH2:9][CH2:10][N:11]2[N:12]=[N:13][CH:14]=[C:15]12. Given the reactants C([N:8]([CH2:19][C:20]1C=CC=CC=1)[CH2:9][CH2:10][N:11]1[C:15](C(=O)C)=[CH:14][N:13]=[N:12]1)C1C=CC=CC=1, predict the reaction product. (2) Given the reactants [C:1]([OH:12])(=O)/[CH:2]=[C:3](/[CH2:5][CH2:6][CH:7]=[C:8]([CH3:10])[CH3:9])\[CH3:4].C(N(CC)CC)C.ClC(OCC(C)C)=O.[NH2:28][C@H:29]([C:32]([OH:34])=[O:33])[CH2:30][SH:31].Cl, predict the reaction product. The product is: [C:1]([NH:28][C@H:29]([C:32]([OH:34])=[O:33])[CH2:30][SH:31])(=[O:12])/[CH:2]=[C:3](/[CH2:5][CH2:6][CH:7]=[C:8]([CH3:9])[CH3:10])\[CH3:4]. (3) Given the reactants [NH2:1][C:2]1[N:3]=[CH:4][C:5]2[CH2:11][N:10]([C:12]3[CH:13]=[C:14]([CH:18]=[CH:19][CH:20]=3)[C:15](O)=[O:16])[CH2:9][CH2:8][C:6]=2[N:7]=1.C(N(CC)C(C)C)(C)C.CN(C(ON1N=NC2C=CC=CC1=2)=[N+](C)C)C.F[P-](F)(F)(F)(F)F.[CH3:54][N:55]1[CH2:60][CH2:59][CH:58]([O:61][C:62]2[CH:68]=[CH:67][C:65]([NH2:66])=[CH:64][CH:63]=2)[CH2:57][CH2:56]1, predict the reaction product. The product is: [NH2:1][C:2]1[N:3]=[CH:4][C:5]2[CH2:11][N:10]([C:12]3[CH:13]=[C:14]([CH:18]=[CH:19][CH:20]=3)[C:15]([NH:66][C:65]3[CH:64]=[CH:63][C:62]([O:61][CH:58]4[CH2:59][CH2:60][N:55]([CH3:54])[CH2:56][CH2:57]4)=[CH:68][CH:67]=3)=[O:16])[CH2:9][CH2:8][C:6]=2[N:7]=1. (4) Given the reactants C[C:2](C)([O-:4])C.[K+].CO.F[C:10]1[CH:17]=[C:16]([F:18])[CH:15]=[CH:14][C:11]=1[C:12]#[N:13], predict the reaction product. The product is: [F:18][C:16]1[CH:15]=[CH:14][C:11]([C:12]#[N:13])=[C:10]([O:4][CH3:2])[CH:17]=1. (5) Given the reactants [ClH:1].CC(C1C=C(C=C(C(C)(C)C)C=1O)C(NC1C=CC([NH:18][C:19]([C:21]2[S:22][CH:23]=[CH:24][CH:25]=2)=N)=CC=1)=O)(C)C.CC(C1C=C([C:49](=[CH2:61])[C:50]([NH:52][C:53]2[CH:58]=[CH:57][C:56]([OH:59])=[C:55]([NH2:60])[CH:54]=2)=[O:51])C=C(C(C)(C)C)C=1O)(C)C.[CH3:62][C:63]([C:66]1[CH:67]=[C:68]([CH:79]=[C:80]([C:83]([CH3:86])([CH3:85])[CH3:84])[C:81]=1[OH:82])C(NC1C=CC(N)=CC=1)=O)([CH3:65])[CH3:64], predict the reaction product. The product is: [ClH:1].[CH3:86][C:83]([C:80]1[CH:79]=[C:68]([CH:61]=[CH:49][C:50]([NH:52][C:53]2[CH:58]=[CH:57][C:56]([OH:59])=[C:55]([NH:60][C:19]([C:21]3[S:22][CH:23]=[CH:24][CH:25]=3)=[NH:18])[CH:54]=2)=[O:51])[CH:67]=[C:66]([C:63]([CH3:64])([CH3:65])[CH3:62])[C:81]=1[OH:82])([CH3:85])[CH3:84].